From a dataset of Full USPTO retrosynthesis dataset with 1.9M reactions from patents (1976-2016). Predict the reactants needed to synthesize the given product. Given the product [CH2:10]([C:12](=[CH:15][CH2:16][CH2:17][CH3:18])[CH:13]=[O:14])[CH3:11], predict the reactants needed to synthesize it. The reactants are: C(=O)CC.C(=O)CCC.[CH2:10]([CH:12]([CH2:15][CH2:16][CH2:17][CH3:18])[CH2:13][OH:14])[CH3:11].